From a dataset of Plasma protein binding rate (PPBR) regression data from AstraZeneca. Regression/Classification. Given a drug SMILES string, predict its absorption, distribution, metabolism, or excretion properties. Task type varies by dataset: regression for continuous measurements (e.g., permeability, clearance, half-life) or binary classification for categorical outcomes (e.g., BBB penetration, CYP inhibition). For this dataset (ppbr_az), we predict Y. (1) The compound is CC/C(=C(\c1ccccc1)c1ccc(/C=C/C(=O)O)cc1)c1ccccc1. The Y is 99.7 %. (2) The molecule is OCc1cc(C(O)CNCCCCCCOCCCCc2ccccc2)ccc1O. The Y is 93.4 %. (3) The drug is NC(=O)c1cccc2c3c([nH]c12)CCCC3. The Y is 72.0 %. (4) The molecule is C[C@@H](NC1=CC(=O)CCC1)c1ccc(Nc2ncc3cc(-c4ccncc4)ccc3n2)cc1. The Y is 98.6 %. (5) The compound is Cc1ccc(S(=O)(=O)Nc2ccc3nc(C)sc3c2)cc1. The Y is 99.8 %. (6) The compound is CCCc1cc(C2=N[C@@H](C(=O)NO)CO2)cc(OC)c1OC. The Y is 94.3 %.